This data is from Reaction yield outcomes from USPTO patents with 853,638 reactions. The task is: Predict the reaction yield, written as a fraction of the theoretical maximum amount of product (1.0 means a 100% yield; for example, 0.34 means a 34% yield). (1) The reactants are [OH:1][CH:2]1[CH2:7][CH2:6][NH:5][CH2:4][CH2:3]1.Br[CH2:9][C:10]1[CH:15]=[CH:14][C:13]([O:16][CH3:17])=[CH:12][CH:11]=1.C(N(CC)CC)C. The product is [CH3:17][O:16][C:13]1[CH:14]=[CH:15][C:10]([CH2:9][N:5]2[CH2:6][CH2:7][CH:2]([OH:1])[CH2:3][CH2:4]2)=[CH:11][CH:12]=1. The catalyst is CN(C)C=O. The yield is 0.800. (2) The reactants are [CH:1]1([NH:7][C:8]2[C:9]3[CH:19]=[CH:18][N:17]([S:20]([C:23]4[CH:29]=[CH:28][C:26]([CH3:27])=[CH:25][CH:24]=4)(=[O:22])=[O:21])[C:10]=3[N:11]=[CH:12][C:13]=2[N+:14]([O-])=O)[CH2:6][CH2:5][CH2:4][CH2:3][CH2:2]1.O.O.[Sn](Cl)Cl. The catalyst is CCO. The product is [CH2:4]1[CH2:5][CH2:6][CH:1]([NH:7][C:8]2[C:13]([NH2:14])=[CH:12][N:11]=[C:10]3[N:17]([S:20]([C:23]4[CH:29]=[CH:28][C:26]([CH3:27])=[CH:25][CH:24]=4)(=[O:21])=[O:22])[CH:18]=[CH:19][C:9]=23)[CH2:2][CH2:3]1. The yield is 0.790. (3) The reactants are F[B-](F)(F)F.[CH3:22][O:21][C:18]1[CH:19]=[CH:20][C:15]([I+][C:15]2[CH:20]=[CH:19][C:18]([O:21][CH3:22])=[C:17]([CH:23]([CH3:25])[CH3:24])[CH:16]=2)=[CH:16][C:17]=1[CH:23]([CH3:25])[CH3:24].[C:29]([O:33][C:34](=[O:45])[NH:35][C:36]1[CH:41]=[C:40]([Cl:42])[C:39]([OH:43])=[C:38]([Cl:44])[CH:37]=1)([CH3:32])([CH3:31])[CH3:30]. The catalyst is C(Cl)Cl.[Cu]. The product is [C:29]([O:33][C:34](=[O:45])[NH:35][C:36]1[CH:41]=[C:40]([Cl:42])[C:39]([O:43][C:15]2[CH:20]=[CH:19][C:18]([O:21][CH3:22])=[C:17]([CH:23]([CH3:24])[CH3:25])[CH:16]=2)=[C:38]([Cl:44])[CH:37]=1)([CH3:32])([CH3:30])[CH3:31]. The yield is 0.950. (4) The reactants are [CH:1]1([CH2:4][C:5]([OH:7])=O)[CH2:3][CH2:2]1.S(Cl)(Cl)=O.[I:12][C:13]1[CH:14]=[CH:15][C:16]2[N:17]([CH:19]=[C:20]([NH2:22])[N:21]=2)[N:18]=1.C(=O)([O-])O.[Na+]. The catalyst is O1CCCC1.CN(C)C=O.CN(C)C(=O)C. The product is [CH:1]1([CH2:4][C:5]([NH:22][C:20]2[N:21]=[C:16]3[CH:15]=[CH:14][C:13]([I:12])=[N:18][N:17]3[CH:19]=2)=[O:7])[CH2:2][CH2:3]1. The yield is 0.720.